This data is from Reaction yield outcomes from USPTO patents with 853,638 reactions. The task is: Predict the reaction yield, written as a fraction of the theoretical maximum amount of product (1.0 means a 100% yield; for example, 0.34 means a 34% yield). (1) The reactants are O.[S-2].[Na+].[Na+].[S].[CH2:6]([O:8][C:9]1[CH:14]=[CH:13][CH:12]=[CH:11][C:10]=1[C:15]1[CH:20]=[CH:19][C:18]([N+:21]([O-])=O)=[CH:17][C:16]=1[N+:24]([O-:26])=[O:25])[CH3:7].[Na+].[Cl-]. The catalyst is O. The product is [CH2:6]([O:8][C:9]1[CH:14]=[CH:13][CH:12]=[CH:11][C:10]=1[C:15]1[CH:20]=[CH:19][C:18]([NH2:21])=[CH:17][C:16]=1[N+:24]([O-:26])=[O:25])[CH3:7]. The yield is 0.950. (2) The reactants are [Br:1][C:2]1[CH:7]=[CH:6][C:5]([NH:8][CH2:9][C:10]([O:12][C:13]([CH3:16])([CH3:15])[CH3:14])=[O:11])=[CH:4][CH:3]=1.[CH3:17][S:18](Cl)(=[O:20])=[O:19].C(N(CC)CC)C. The catalyst is CN(C)C1C=CN=CC=1.ClCCl. The product is [Br:1][C:2]1[CH:3]=[CH:4][C:5]([N:8]([CH2:9][C:10]([O:12][C:13]([CH3:16])([CH3:15])[CH3:14])=[O:11])[S:18]([CH3:17])(=[O:20])=[O:19])=[CH:6][CH:7]=1. The yield is 0.320. (3) The catalyst is C(Cl)Cl. The reactants are [Cl:1][C:2]1[CH:3]=[C:4]([CH:8]2[C:12]([C:15]3[CH:20]=[CH:19][C:18]([Cl:21])=[CH:17][CH:16]=3)([C:13]#[N:14])[CH:11]([CH2:22][C:23]([CH3:26])([CH3:25])[CH3:24])[NH:10][CH:9]2[C:27]([OH:29])=O)[CH:5]=[CH:6][CH:7]=1.[N:30]1([CH2:36][CH2:37][NH2:38])[CH2:35][CH2:34][O:33][CH2:32][CH2:31]1.F[P-](F)(F)(F)(F)F.N1(OC(N(C)C)=[N+](C)C)C2N=CC=CC=2N=N1.CCN(C(C)C)C(C)C. The product is [N:30]1([CH2:36][CH2:37][NH:38][C:27]([CH:9]2[CH:8]([C:4]3[CH:5]=[CH:6][CH:7]=[C:2]([Cl:1])[CH:3]=3)[C:12]([C:15]3[CH:16]=[CH:17][C:18]([Cl:21])=[CH:19][CH:20]=3)([C:13]#[N:14])[CH:11]([CH2:22][C:23]([CH3:26])([CH3:24])[CH3:25])[NH:10]2)=[O:29])[CH2:35][CH2:34][O:33][CH2:32][CH2:31]1. The yield is 0.864. (4) The reactants are [Cl:1][C:2]1[C:3]([O:9][C:10]2[CH:17]=[C:16]([OH:18])[CH:15]=[CH:14][C:11]=2[CH:12]=[O:13])=[N:4][CH:5]=[C:6]([Cl:8])[CH:7]=1.Br[CH2:20][CH2:21][CH2:22][O:23][CH3:24].[I-].[Na+].C(=O)([O-])[O-].[K+].[K+]. The catalyst is CN(C)C=O.O. The product is [Cl:1][C:2]1[C:3]([O:9][C:10]2[CH:17]=[C:16]([O:18][CH2:20][CH2:21][CH2:22][O:23][CH3:24])[CH:15]=[CH:14][C:11]=2[CH:12]=[O:13])=[N:4][CH:5]=[C:6]([Cl:8])[CH:7]=1. The yield is 0.870. (5) The reactants are [C:1]1([C:7]2[NH:11][CH:10]=[C:9]([CH:12]=[O:13])[CH:8]=2)[CH:6]=[CH:5][CH:4]=[CH:3][CH:2]=1.[H-].[Na+].C1OCCOCCOCCOCCOC1.[Cl:31][C:32]1[N:37]=[CH:36][C:35]([S:38](Cl)(=[O:40])=[O:39])=[CH:34][CH:33]=1. The catalyst is O1CCCC1.C(OCC)(=O)C. The product is [Cl:31][C:32]1[N:37]=[CH:36][C:35]([S:38]([N:11]2[C:7]([C:1]3[CH:6]=[CH:5][CH:4]=[CH:3][CH:2]=3)=[CH:8][C:9]([CH:12]=[O:13])=[CH:10]2)(=[O:40])=[O:39])=[CH:34][CH:33]=1. The yield is 0.730.